Task: Predict the reactants needed to synthesize the given product.. Dataset: Full USPTO retrosynthesis dataset with 1.9M reactions from patents (1976-2016) Given the product [ClH:1].[C:20]1([C:17]2[CH:18]=[CH:2][C:4]3[C:5](=[CH:6][C:7]([C:8]([OH:10])=[O:9])=[CH:12][CH:13]=3)[N:14]=2)[CH:25]=[CH:24][CH:23]=[CH:22][CH:21]=1.[ClH:1], predict the reactants needed to synthesize it. The reactants are: [ClH:1].[CH:2]([C:4]1[CH:13]=[CH:12][C:7]([C:8]([O:10]C)=[O:9])=[CH:6][C:5]=1[N+:14]([O-])=O)=O.[C:17]([C:20]1[CH:25]=[CH:24][CH:23]=[CH:22][CH:21]=1)(=O)[CH3:18].[OH-].[K+].